From a dataset of Forward reaction prediction with 1.9M reactions from USPTO patents (1976-2016). Predict the product of the given reaction. (1) Given the reactants [H-].[Al+3].[Li+].[H-].[H-].[H-].O1CCCC1.[CH3:12][O:13][C:14]1[N:19]=[CH:18][C:17]([NH:20][C:21]2[N:30]=[CH:29][CH:28]=[CH:27][C:22]=2[C:23](OC)=[O:24])=[CH:16][CH:15]=1.[OH-].[Na+], predict the reaction product. The product is: [CH3:12][O:13][C:14]1[N:19]=[CH:18][C:17]([NH:20][C:21]2[C:22]([CH2:23][OH:24])=[CH:27][CH:28]=[CH:29][N:30]=2)=[CH:16][CH:15]=1. (2) Given the reactants [CH:1]1[C:13]2[CH:12]([CH2:14][O:15][C:16](=[O:33])[NH:17][CH:18]([CH:27]3[CH2:32][CH2:31][NH:30][CH2:29][CH2:28]3)[CH2:19][C:20]3[CH:25]=[CH:24][CH:23]=[C:22]([Cl:26])[CH:21]=3)[C:11]3[C:6](=[CH:7][CH:8]=[CH:9][CH:10]=3)[C:5]=2[CH:4]=[CH:3][CH:2]=1.[N:34]1[CH:39]=[CH:38][CH:37]=[N:36][C:35]=1[C:40](O)=[O:41].CN1CCOCC1, predict the reaction product. The product is: [CH:1]1[C:13]2[CH:12]([CH2:14][O:15][C:16](=[O:33])[NH:17][CH:18]([CH:27]3[CH2:32][CH2:31][N:30]([C:40]([C:35]4[N:36]=[CH:37][CH:38]=[CH:39][N:34]=4)=[O:41])[CH2:29][CH2:28]3)[CH2:19][C:20]3[CH:25]=[CH:24][CH:23]=[C:22]([Cl:26])[CH:21]=3)[C:11]3[C:6](=[CH:7][CH:8]=[CH:9][CH:10]=3)[C:5]=2[CH:4]=[CH:3][CH:2]=1. (3) Given the reactants [CH3:1][C:2]1[CH:7]=[CH:6][CH:5]=[C:4]([CH3:8])[C:3]=1[N:9]1[C:14]2[N:15]=[C:16](S(C)(=O)=O)[N:17]=[C:18]([C:19]3[CH:24]=[CH:23][C:22]([F:25])=[CH:21][C:20]=3[CH3:26])[C:13]=2[CH:12]=[CH:11][C:10]1=[O:31].[NH2:32][CH:33]([CH2:36][OH:37])[CH2:34][OH:35], predict the reaction product. The product is: [CH3:1][C:2]1[CH:7]=[CH:6][CH:5]=[C:4]([CH3:8])[C:3]=1[N:9]1[C:14]2[N:15]=[C:16]([NH:32][CH:33]([CH2:36][OH:37])[CH2:34][OH:35])[N:17]=[C:18]([C:19]3[CH:24]=[CH:23][C:22]([F:25])=[CH:21][C:20]=3[CH3:26])[C:13]=2[CH:12]=[CH:11][C:10]1=[O:31]. (4) Given the reactants [CH3:1][C:2]([CH:17]1[CH2:22][CH2:21][NH:20][CH2:19][CH2:18]1)([S:4]([C:7]1[CH:12]=[CH:11][CH:10]=[C:9]([C:13]([F:16])([F:15])[F:14])[CH:8]=1)(=[O:6])=[O:5])[CH3:3].[CH3:23][S:24]([C:27]1[CH:35]=[C:34]([O:36][C:37]([F:40])([F:39])[F:38])[CH:33]=[CH:32][C:28]=1[C:29](O)=[O:30])(=[O:26])=[O:25].CN([P+](ON1N=NC2C=CC=CC1=2)(N(C)C)N(C)C)C.F[P-](F)(F)(F)(F)F.C(N(C(C)C)CC)(C)C, predict the reaction product. The product is: [CH3:23][S:24]([C:27]1[CH:35]=[C:34]([O:36][C:37]([F:38])([F:39])[F:40])[CH:33]=[CH:32][C:28]=1[C:29]([N:20]1[CH2:21][CH2:22][CH:17]([C:2]([CH3:1])([S:4]([C:7]2[CH:12]=[CH:11][CH:10]=[C:9]([C:13]([F:14])([F:16])[F:15])[CH:8]=2)(=[O:5])=[O:6])[CH3:3])[CH2:18][CH2:19]1)=[O:30])(=[O:26])=[O:25]. (5) Given the reactants F[C:2]1[N:7]=[C:6]([C:8]2[C:16]3[C:11](=[CH:12][N:13]=[C:14]([C:17]4[CH:18]=[N:19][N:20]([CH3:22])[CH:21]=4)[CH:15]=3)[N:10](C3CCCCO3)[N:9]=2)[CH:5]=[CH:4][CH:3]=1.[NH2:29][CH2:30][C:31]([CH3:34])([OH:33])[CH3:32], predict the reaction product. The product is: [CH3:32][C:31]([OH:33])([CH3:34])[CH2:30][NH:29][C:2]1[CH:3]=[CH:4][CH:5]=[C:6]([C:8]2[C:16]3[C:11](=[CH:12][N:13]=[C:14]([C:17]4[CH:18]=[N:19][N:20]([CH3:22])[CH:21]=4)[CH:15]=3)[NH:10][N:9]=2)[N:7]=1. (6) Given the reactants Cl.[OH:2][CH:3]([CH2:17][CH2:18][CH3:19])[CH2:4][NH:5][CH2:6][C:7]1[CH:12]=[CH:11][C:10]([S:13]([NH2:16])(=[O:15])=[O:14])=[CH:9][CH:8]=1.[C:20]([C:28]1[CH:36]=[C:35]([Br:37])[CH:34]=[CH:33][C:29]=1[C:30](O)=[O:31])(=O)[C:21]1[CH:26]=[CH:25][CH:24]=[CH:23][CH:22]=1, predict the reaction product. The product is: [Br:37][C:35]1[CH:36]=[C:28]2[C:29](=[CH:33][CH:34]=1)[C:30](=[O:31])[N:5]([CH2:6][C:7]1[CH:8]=[CH:9][C:10]([S:13]([NH2:16])(=[O:14])=[O:15])=[CH:11][CH:12]=1)[C:4]([C:3](=[O:2])[CH2:17][CH2:18][CH3:19])=[C:20]2[C:21]1[CH:26]=[CH:25][CH:24]=[CH:23][CH:22]=1.